Dataset: Reaction yield outcomes from USPTO patents with 853,638 reactions. Task: Predict the reaction yield, written as a fraction of the theoretical maximum amount of product (1.0 means a 100% yield; for example, 0.34 means a 34% yield). (1) The yield is 0.670. The reactants are [C:1]12([C:14]([O:16]C)=[O:15])[CH2:9][C:5]([C:10]([O:12][CH3:13])=[O:11])([CH2:6][CH2:7][CH2:8]1)[CH2:4][CH2:3][CH2:2]2. The product is [CH3:13][O:12][C:10]([C:5]12[CH2:9][C:1]([C:14]([OH:16])=[O:15])([CH2:8][CH2:7][CH2:6]1)[CH2:2][CH2:3][CH2:4]2)=[O:11]. The catalyst is C(O)C.O. (2) The reactants are [CH3:1][CH2:2][CH:3]([NH2:8])[C:4](OC)=[O:5].Cl.Cl.[N:11]([C:14]1[CH:15]=[CH:16][C:17]([O:20][C:21](=[O:30])[N:22]([CH3:29])[C:23]2[CH:28]=[CH:27][CH:26]=[CH:25][CH:24]=2)=[N:18][CH:19]=1)=[C:12]=[S:13].CO.C(N(CC)CC)C. The catalyst is ClCC(Cl)C.ClCCl. The product is [CH2:2]([CH:3]1[C:4](=[O:5])[N:11]([C:14]2[CH:15]=[CH:16][C:17]([O:20][C:21](=[O:30])[N:22]([CH3:29])[C:23]3[CH:24]=[CH:25][CH:26]=[CH:27][CH:28]=3)=[N:18][CH:19]=2)[C:12](=[S:13])[NH:8]1)[CH3:1]. The yield is 0.330. (3) The reactants are Cl.[CH3:2][O:3][C:4]1[C:9]2[N:10]=[C:11]([C:13]3[NH:22][C:16]4[CH2:17][CH2:18][NH:19][CH2:20][CH2:21][C:15]=4[N:14]=3)[S:12][C:8]=2[C:7]([N:23]2[CH2:28][CH2:27][O:26][CH2:25][CH2:24]2)=[CH:6][CH:5]=1.Br[CH2:30][C:31]([NH2:33])=[O:32].C(=O)([O-])[O-].[Na+].[Na+].[I-].[Na+]. The catalyst is C(#N)C. The product is [CH3:2][O:3][C:4]1[C:9]2[N:10]=[C:11]([C:13]3[NH:22][C:16]4[CH2:17][CH2:18][N:19]([CH2:30][C:31]([NH2:33])=[O:32])[CH2:20][CH2:21][C:15]=4[N:14]=3)[S:12][C:8]=2[C:7]([N:23]2[CH2:24][CH2:25][O:26][CH2:27][CH2:28]2)=[CH:6][CH:5]=1. The yield is 0.340. (4) The reactants are CS(O[CH2:6][CH2:7][C:8]1[CH:13]=[CH:12][C:11]([N:14]2[C:18]3[CH:19]=[C:20]([Cl:26])[C:21]([C:23]([NH2:25])=[O:24])=[CH:22][C:17]=3[N:16]=[C:15]2[CH2:27][CH3:28])=[CH:10][CH:9]=1)(=O)=O.[CH3:29][NH2:30]. The catalyst is O. The product is [Cl:26][C:20]1[C:21]([C:23]([NH2:25])=[O:24])=[CH:22][C:17]2[N:16]=[C:15]([CH2:27][CH3:28])[N:14]([C:11]3[CH:10]=[CH:9][C:8]([CH2:7][CH2:6][NH:30][CH3:29])=[CH:13][CH:12]=3)[C:18]=2[CH:19]=1. The yield is 0.600. (5) The reactants are [F:1][C:2]1[CH:7]=[C:6]([C:8]([F:11])([F:10])[F:9])[CH:5]=[CH:4][C:3]=1[C:12]1[N:17]=[CH:16][N:15]=[C:14]([NH:18][C:19]2[CH:24]=[CH:23][C:22]([O:25]C)=[CH:21][CH:20]=2)[C:13]=1[N+:27]([O-:29])=[O:28].B(Br)(Br)Br.CO.O. The catalyst is ClCCl. The product is [F:1][C:2]1[CH:7]=[C:6]([C:8]([F:11])([F:10])[F:9])[CH:5]=[CH:4][C:3]=1[C:12]1[N:17]=[CH:16][N:15]=[C:14]([NH:18][C:19]2[CH:20]=[CH:21][C:22]([OH:25])=[CH:23][CH:24]=2)[C:13]=1[N+:27]([O-:29])=[O:28]. The yield is 0.420.